The task is: Predict which catalyst facilitates the given reaction.. This data is from Catalyst prediction with 721,799 reactions and 888 catalyst types from USPTO. (1) Reactant: CO[C:3](=O)[NH:4][C:5]1[CH:27]=[CH:26][C:8]2[N:9]([CH2:22][CH:23]3[CH2:25][CH2:24]3)[C:10]([CH2:12][C:13]3[CH:18]=[CH:17][C:16]([O:19][CH2:20][CH3:21])=[CH:15][CH:14]=3)=[N:11][C:7]=2[CH:6]=1.[AlH3].OS(O)(=O)=O.[H-].[H-].[H-].[H-].[Li+].[Al+3].C1COCC1. Product: [CH:23]1([CH2:22][N:9]2[C:8]3[CH:26]=[CH:27][C:5]([NH:4][CH3:3])=[CH:6][C:7]=3[N:11]=[C:10]2[CH2:12][C:13]2[CH:14]=[CH:15][C:16]([O:19][CH2:20][CH3:21])=[CH:17][CH:18]=2)[CH2:25][CH2:24]1. The catalyst class is: 1. (2) Reactant: [OH:1][CH2:2][CH:3]([CH2:6][OH:7])[CH2:4][OH:5].[C:8](OC(=O)C)(=[O:10])[CH3:9]. Product: [C:8]([O:1][CH2:2][CH:3]([CH2:6][OH:7])[CH2:4][OH:5])(=[O:10])[CH3:9]. The catalyst class is: 17.